From a dataset of Catalyst prediction with 721,799 reactions and 888 catalyst types from USPTO. Predict which catalyst facilitates the given reaction. (1) Reactant: [CH:1]1[C:13]2[CH:12]([CH2:14][O:15][C:16]([NH:18][C@@H:19]([CH2:23][S:24][C:25]([C:38]3[CH:43]=[CH:42][CH:41]=[CH:40][CH:39]=3)([C:32]3[CH:37]=[CH:36][CH:35]=[CH:34][CH:33]=3)[C:26]3[CH:31]=[CH:30][CH:29]=[CH:28][CH:27]=3)[C:20]([OH:22])=[O:21])=[O:17])[C:11]3[C:6](=[CH:7][CH:8]=[CH:9][CH:10]=3)[C:5]=2[CH:4]=[CH:3][CH:2]=1.N[C@H](C(O)=O)CS.[C:51](O)([CH3:54])([CH3:53])[CH3:52].C1(N=C=NC2CCCCC2)CCCCC1. Product: [C:51]([O:21][C:20](=[O:22])[C@@H:19]([NH:18][C:16]([O:15][CH2:14][CH:12]1[C:13]2[CH:1]=[CH:2][CH:3]=[CH:4][C:5]=2[C:6]2[C:11]1=[CH:10][CH:9]=[CH:8][CH:7]=2)=[O:17])[CH2:23][S:24][C:25]([C:38]1[CH:39]=[CH:40][CH:41]=[CH:42][CH:43]=1)([C:32]1[CH:33]=[CH:34][CH:35]=[CH:36][CH:37]=1)[C:26]1[CH:27]=[CH:28][CH:29]=[CH:30][CH:31]=1)([CH3:54])([CH3:53])[CH3:52]. The catalyst class is: 367. (2) Reactant: [CH3:1][O:2][C:3]1[CH:8]=[CH:7][C:6]([C:9]2([C:15]([CH:17]([C:23](OCC)=[O:24])[C:18]([O:20][CH2:21][CH3:22])=[O:19])=[O:16])[CH2:14][CH2:13][O:12][CH2:11][CH2:10]2)=[CH:5][CH:4]=1. Product: [OH:24][C:23]1[C:7]2[C:6](=[CH:5][CH:4]=[C:3]([O:2][CH3:1])[CH:8]=2)[C:9]2([CH2:14][CH2:13][O:12][CH2:11][CH2:10]2)[C:15](=[O:16])[C:17]=1[C:18]([O:20][CH2:21][CH3:22])=[O:19]. The catalyst class is: 82. (3) Reactant: [CH3:1][O:2][C:3]1[CH:4]=[C:5]([N:11]([CH2:24][CH2:25][C:26]2[CH:31]=[CH:30][C:29]([C:32]([F:35])([F:34])[F:33])=[CH:28][CH:27]=2)[C:12](=[O:23])[CH:13]([C:17]2[CH:22]=[CH:21][CH:20]=[CH:19][CH:18]=2)[C:14](O)=[O:15])[CH:6]=[CH:7][C:8]=1[O:9][CH3:10].CN.[CH3:38][N:39](C(ON1N=NC2C=CC=CC1=2)=[N+](C)C)C.[B-](F)(F)(F)F.N1C=CC=CC=1. Product: [CH3:1][O:2][C:3]1[CH:4]=[C:5]([N:11]([CH2:24][CH2:25][C:26]2[CH:31]=[CH:30][C:29]([C:32]([F:35])([F:34])[F:33])=[CH:28][CH:27]=2)[C:12](=[O:23])[CH:13]([C:17]2[CH:22]=[CH:21][CH:20]=[CH:19][CH:18]=2)[C:14]([NH:39][CH3:38])=[O:15])[CH:6]=[CH:7][C:8]=1[O:9][CH3:10]. The catalyst class is: 3.